Dataset: Retrosynthesis with 50K atom-mapped reactions and 10 reaction types from USPTO. Task: Predict the reactants needed to synthesize the given product. (1) The reactants are: Clc1ccc(OCc2ccccc2)cc1CBr.O=C(Nc1cc[nH]n1)c1c(F)cccc1F. Given the product O=C(Nc1ccn(Cc2cc(OCc3ccccc3)ccc2Cl)n1)c1c(F)cccc1F, predict the reactants needed to synthesize it. (2) The reactants are: Cc1c(-c2ccncc2)sc(-c2ccncc2)c1C=O. Given the product Cc1c(-c2ccncc2)sc(-c2ccncc2)c1CO, predict the reactants needed to synthesize it. (3) Given the product Cc1c(O)cc(C(C)(C)C)c(O)c1C(=O)Nc1ccc(S(=O)(=O)C(F)(F)F)cc1Cl, predict the reactants needed to synthesize it. The reactants are: COc1cc(C(C)(C)C)c(O)c(C(=O)Nc2ccc(S(=O)(=O)C(F)(F)F)cc2Cl)c1C. (4) The reactants are: O=[N+]([O-])c1cc(Br)c(F)c(Br)c1. Given the product Nc1cc(Br)c(F)c(Br)c1, predict the reactants needed to synthesize it. (5) Given the product O=C(c1ccccc1)N1CCC(CO)CC1, predict the reactants needed to synthesize it. The reactants are: CCOC(=O)C1CCN(C(=O)c2ccccc2)CC1.